This data is from Catalyst prediction with 721,799 reactions and 888 catalyst types from USPTO. The task is: Predict which catalyst facilitates the given reaction. (1) Reactant: [CH2:1]([Li])CCC.C(NC(C)C)(C)C.[N:13]([CH2:16][CH2:17][CH2:18][CH2:19][CH2:20][C:21]([O:23][CH2:24][CH3:25])=[O:22])=[N+:14]=[N-:15].CI.[Cl-].[NH4+]. Product: [N:13]([CH2:16][CH2:17][CH2:18][CH2:19][CH:20]([CH3:1])[C:21]([O:23][CH2:24][CH3:25])=[O:22])=[N+:14]=[N-:15]. The catalyst class is: 323. (2) Reactant: [NH2:1][C:2]1[CH:7]=[C:6]([Cl:8])[N:5]=[C:4]([S:9][CH3:10])[N:3]=1.CO[CH:13]1[CH2:17][CH2:16][CH:15](OC)O1. Product: [Cl:8][C:6]1[N:5]=[C:4]([S:9][CH3:10])[N:3]=[C:2]([N:1]2[CH:13]=[CH:17][CH:16]=[CH:15]2)[CH:7]=1. The catalyst class is: 15. (3) Reactant: [C:1]([O:5][C:6]([N:8]1[CH2:13][CH2:12][CH:11]([C:14]([OH:16])=O)[CH2:10][CH2:9]1)=[O:7])([CH3:4])([CH3:3])[CH3:2].Cl.[C:18]1([CH2:24][CH2:25][CH2:26][CH:27]([NH2:37])[CH2:28][CH2:29][CH2:30][C:31]2[CH:36]=[CH:35][CH:34]=[CH:33][CH:32]=2)[CH:23]=[CH:22][CH:21]=[CH:20][CH:19]=1.C(N(C(C)C)CC)(C)C.C1CN([P+](ON2N=NC3C=CC=CC2=3)(N2CCCC2)N2CCCC2)CC1.F[P-](F)(F)(F)(F)F. Product: [C:31]1([CH2:30][CH2:29][CH2:28][CH:27]([NH:37][C:14]([CH:11]2[CH2:10][CH2:9][N:8]([C:6]([O:5][C:1]([CH3:2])([CH3:3])[CH3:4])=[O:7])[CH2:13][CH2:12]2)=[O:16])[CH2:26][CH2:25][CH2:24][C:18]2[CH:19]=[CH:20][CH:21]=[CH:22][CH:23]=2)[CH:36]=[CH:35][CH:34]=[CH:33][CH:32]=1. The catalyst class is: 2. (4) Reactant: Cl[C:2]1[C:11]2[C:6](=[C:7]([O:14][CH:15]3[CH2:19][CH2:18][CH2:17][CH2:16]3)[C:8]([O:12][CH3:13])=[CH:9][CH:10]=2)[O:5][C:4](=[O:20])[CH:3]=1.[CH2:21]([O:23][C:24](=[O:27])[CH2:25][NH2:26])[CH3:22].Cl.C(N(CC)CC)C. Product: [CH:15]1([O:14][C:7]2[C:8]([O:12][CH3:13])=[CH:9][CH:10]=[C:11]3[C:6]=2[O:5][C:4](=[O:20])[CH:3]=[C:2]3[NH:26][CH2:25][C:24]([O:23][CH2:21][CH3:22])=[O:27])[CH2:19][CH2:18][CH2:17][CH2:16]1. The catalyst class is: 8. (5) Reactant: Cl[C:2]1[CH:11]=[CH:10][N:9]=[C:8]2[C:3]=1[CH:4]=[CH:5][C:6]([C:12]1[CH:17]=[CH:16][CH:15]=[CH:14][C:13]=1[F:18])=[N:7]2.Cl[C:20]1[CH:29]=[CH:28][C:27]2C(=[N:23][CH:24]=[CH:25][C:26]=2Cl)N=1.[F:31][C:32]1[CH:37]=[CH:36][CH:35]=[CH:34][C:33]=1B(O)O.C(=O)([O-])[O-].[Na+].[Na+]. Product: [F:31][C:32]1[CH:37]=[CH:36][C:35]([C:2]2[C:3]3[C:8](=[N:7][C:6]([C:12]4[CH:17]=[CH:16][CH:15]=[CH:14][C:13]=4[F:18])=[CH:5][CH:4]=3)[N:9]=[CH:10][CH:11]=2)=[CH:34][C:33]=1[C:20]1[C:25]([C:24]#[N:23])=[CH:26][CH:27]=[CH:28][CH:29]=1. The catalyst class is: 57. (6) Reactant: [Br:1][C:2]1[CH:7]=[CH:6][C:5]([N:8]2[C:16]([C:17]([NH:19][CH3:20])=[O:18])=[C:15]3[C:10]([CH:11]=[C:12]([NH:24][S:25]([CH3:28])(=[O:27])=[O:26])[C:13]([CH:21]4[CH2:23][CH2:22]4)=[CH:14]3)=[N:9]2)=[CH:4][CH:3]=1.C(=O)([O-])[O-].[K+].[K+].Br[CH2:36][CH2:37][CH2:38][OH:39]. Product: [Br:1][C:2]1[CH:7]=[CH:6][C:5]([N:8]2[C:16]([C:17]([NH:19][CH3:20])=[O:18])=[C:15]3[C:10]([CH:11]=[C:12]([N:24]([CH2:36][CH2:37][CH2:38][OH:39])[S:25]([CH3:28])(=[O:27])=[O:26])[C:13]([CH:21]4[CH2:23][CH2:22]4)=[CH:14]3)=[N:9]2)=[CH:4][CH:3]=1. The catalyst class is: 290. (7) Reactant: [F:1][C:2]([F:14])([S:10]([O-:13])(=[O:12])=[O:11])[CH2:3][O:4][C:5](=[O:9])[C:6]([CH3:8])=[CH2:7].C([NH+](CC)CC)C.[Br-].[C:23]([C:27]1[CH:32]=[CH:31][CH:30]=[CH:29][C:28]=1[S+:33]([C:40]1[CH:45]=[CH:44][CH:43]=[CH:42][CH:41]=1)[C:34]1[CH:39]=[CH:38][CH:37]=[CH:36][CH:35]=1)([CH3:26])([CH3:25])[CH3:24].ClCCl. Product: [F:14][C:2]([F:1])([S:10]([O-:13])(=[O:12])=[O:11])[CH2:3][O:4][C:5](=[O:9])[C:6]([CH3:8])=[CH2:7].[C:23]([C:27]1[CH:32]=[CH:31][CH:30]=[CH:29][C:28]=1[S+:33]([C:40]1[CH:45]=[CH:44][CH:43]=[CH:42][CH:41]=1)[C:34]1[CH:35]=[CH:36][CH:37]=[CH:38][CH:39]=1)([CH3:26])([CH3:24])[CH3:25]. The catalyst class is: 6. (8) Reactant: [C:1]([NH:4][C:5]([CH2:16][C:17]([C:19]1[CH:24]=[CH:23][C:22]([S:25][C:26]2[CH:31]=[CH:30][C:29]([C:32]3[N:33]=[C:34]([CH:37]([CH3:39])[CH3:38])[O:35][CH:36]=3)=[CH:28][CH:27]=2)=[CH:21][CH:20]=1)=[O:18])([C:11](OCC)=[O:12])[C:6](OCC)=[O:7])(=[O:3])[CH3:2].OP([O-])([O-])=O.[K+].[K+].[BH4-].[Na+].[OH-].[Na+]. Product: [OH:7][CH2:6][C:5]([NH:4][C:1](=[O:3])[CH3:2])([CH2:11][OH:12])[CH2:16][CH:17]([OH:18])[C:19]1[CH:24]=[CH:23][C:22]([S:25][C:26]2[CH:31]=[CH:30][C:29]([C:32]3[N:33]=[C:34]([CH:37]([CH3:38])[CH3:39])[O:35][CH:36]=3)=[CH:28][CH:27]=2)=[CH:21][CH:20]=1. The catalyst class is: 88. (9) Product: [C:1]([O:5][C:6]([N:8]1[C@H:13]([C:14](=[O:16])[NH:24][CH2:23][C:22]2[CH:25]=[C:18]([Cl:17])[CH:19]=[CH:20][C:21]=2[N:26]2[CH:30]=[N:29][N:28]=[N:27]2)[CH2:12][C@H:11]2[C@@H:9]1[CH2:10]2)=[O:7])([CH3:2])([CH3:3])[CH3:4]. The catalyst class is: 2. Reactant: [C:1]([O:5][C:6]([N:8]1[C@H:13]([C:14]([OH:16])=O)[CH2:12][C@H:11]2[C@@H:9]1[CH2:10]2)=[O:7])([CH3:4])([CH3:3])[CH3:2].[Cl:17][C:18]1[CH:19]=[CH:20][C:21]([N:26]2[CH:30]=[N:29][N:28]=[N:27]2)=[C:22]([CH:25]=1)[CH2:23][NH2:24].C1C=CC2N(O)N=NC=2C=1.C(Cl)CCl.